From a dataset of Full USPTO retrosynthesis dataset with 1.9M reactions from patents (1976-2016). Predict the reactants needed to synthesize the given product. (1) Given the product [C:1]([O:5][C:6](=[O:15])[CH2:7][C:8]1[CH:9]=[CH:10][C:11]([NH:14][C:19]2[C:20]3[CH2:25][CH2:24][CH2:23][C:21]=3[N:22]=[C:17]([Cl:16])[N:18]=2)=[CH:12][CH:13]=1)([CH3:4])([CH3:2])[CH3:3], predict the reactants needed to synthesize it. The reactants are: [C:1]([O:5][C:6](=[O:15])[CH2:7][C:8]1[CH:13]=[CH:12][C:11]([NH2:14])=[CH:10][CH:9]=1)([CH3:4])([CH3:3])[CH3:2].[Cl:16][C:17]1[N:18]=[C:19](Cl)[C:20]2[CH2:25][CH2:24][CH2:23][C:21]=2[N:22]=1.C(OCC)(=O)C. (2) Given the product [C:1]([NH:4][C:5]1[CH:13]=[CH:12][CH:11]=[C:10]2[C:6]=1[C:7](=[O:35])[N:8]([CH:15]([C:20]1[CH:25]=[CH:24][C:23]([O:26][CH:27]([F:29])[F:28])=[C:22]([O:30][CH2:31][CH:32]3[CH2:33][CH2:34]3)[CH:21]=1)[CH2:16][C:17]([NH2:38])=[O:19])[C:9]2=[O:14])(=[O:3])[CH3:2], predict the reactants needed to synthesize it. The reactants are: [C:1]([NH:4][C:5]1[CH:13]=[CH:12][CH:11]=[C:10]2[C:6]=1[C:7](=[O:35])[N:8]([CH:15]([C:20]1[CH:25]=[CH:24][C:23]([O:26][CH:27]([F:29])[F:28])=[C:22]([O:30][CH2:31][CH:32]3[CH2:34][CH2:33]3)[CH:21]=1)[CH2:16][C:17]([OH:19])=O)[C:9]2=[O:14])(=[O:3])[CH3:2].C(N1C=CN=C1)([N:38]1C=CN=C1)=O.[OH-].[NH4+].O.